Dataset: Forward reaction prediction with 1.9M reactions from USPTO patents (1976-2016). Task: Predict the product of the given reaction. (1) Given the reactants [NH2:1][C:2]1[N:7]=[C:6]2[NH:8][N:9]=[C:10]([CH2:11][N:12]3[C:20]4[C:15](=[C:16]([O:22][C:23]5[CH:24]=[C:25]([CH:28]=[C:29]([Cl:31])[CH:30]=5)[C:26]#[N:27])[C:17]([Cl:21])=[CH:18][CH:19]=4)[CH:14]=[N:13]3)[C:5]2=[CH:4][CH:3]=1.Cl, predict the reaction product. The product is: [Cl-:21].[Cl:21][C:17]1[C:16]([O:22][C:23]2[CH:24]=[C:25]([C:26]#[N:27])[CH:28]=[C:29]([Cl:31])[CH:30]=2)=[C:15]2[C:20](=[CH:19][CH:18]=1)[N:12]([CH2:11][C:10]1[C:5]3[C:6](=[N:7][C:2]([NH3+:1])=[CH:3][CH:4]=3)[NH:8][N:9]=1)[N:13]=[CH:14]2. (2) Given the reactants [N+:1]([C:4]1[CH:5]=[N:6][N:7]([S:9]([C:12]2[CH:18]=[CH:17][C:15]([CH3:16])=[CH:14][CH:13]=2)(=[O:11])=[O:10])[CH:8]=1)([O-])=O.[H][H], predict the reaction product. The product is: [S:9]([N:7]1[CH:8]=[C:4]([NH2:1])[CH:5]=[N:6]1)([C:12]1[CH:18]=[CH:17][C:15]([CH3:16])=[CH:14][CH:13]=1)(=[O:11])=[O:10]. (3) Given the reactants C(OC([N:8]1[CH2:17][CH2:16][C:15]2[C:10](=[CH:11][CH:12]=[C:13]([C:18]3[CH:23]=[CH:22][N:21]=[C:20]4[NH:24][C:25]([C:27]5[CH:28]=[N:29][N:30]([CH3:32])[CH:31]=5)=[N:26][C:19]=34)[CH:14]=2)[CH2:9]1)=O)(C)(C)C.[ClH:33], predict the reaction product. The product is: [ClH:33].[CH3:32][N:30]1[CH:31]=[C:27]([C:25]2[NH:24][C:20]3=[N:21][CH:22]=[CH:23][C:18]([C:13]4[CH:14]=[C:15]5[C:10](=[CH:11][CH:12]=4)[CH2:9][NH:8][CH2:17][CH2:16]5)=[C:19]3[N:26]=2)[CH:28]=[N:29]1. (4) Given the reactants [OH:1][C:2]1[C:3]([CH3:17])=[C:4]([NH:9]C(=O)OC(C)(C)C)[C:5]([CH3:8])=[CH:6][CH:7]=1.C(O)(C(F)(F)F)=O, predict the reaction product. The product is: [NH2:9][C:4]1[C:3]([CH3:17])=[C:2]([OH:1])[CH:7]=[CH:6][C:5]=1[CH3:8]. (5) Given the reactants [I:1][C:2]1[CH:7]=[CH:6][N:5]=[C:4]([C:8]([OH:10])=O)[CH:3]=1.CN(C)CCCN=C=NCC.ON1C2C=CC=CC=2N=N1.Cl.[CH3:33][O:34][C:35](=[O:38])[CH2:36][NH2:37], predict the reaction product. The product is: [CH3:33][O:34][C:35](=[O:38])[CH2:36][NH:37][C:8]([C:4]1[CH:3]=[C:2]([I:1])[CH:7]=[CH:6][N:5]=1)=[O:10]. (6) Given the reactants Cl[C:2]1[N:7]=[N:6][C:5]([N:8]2[CH2:13][CH2:12][C:11]3([CH2:18][CH2:17][N:16]([CH:19]4[CH2:22][CH2:21][CH2:20]4)[CH2:15][CH2:14]3)[CH2:10][CH2:9]2)=[CH:4][CH:3]=1.[CH3:23][S:24]([C:27]1[CH:32]=[CH:31][C:30](B(O)O)=[CH:29][CH:28]=1)(=[O:26])=[O:25].C([O-])([O-])=O.[Na+].[Na+], predict the reaction product. The product is: [CH:19]1([N:16]2[CH2:17][CH2:18][C:11]3([CH2:12][CH2:13][N:8]([C:5]4[N:6]=[N:7][C:2]([C:30]5[CH:31]=[CH:32][C:27]([S:24]([CH3:23])(=[O:26])=[O:25])=[CH:28][CH:29]=5)=[CH:3][CH:4]=4)[CH2:9][CH2:10]3)[CH2:14][CH2:15]2)[CH2:22][CH2:21][CH2:20]1. (7) Given the reactants Cl.[CH3:2][C@@H:3]1[CH2:8][O:7][CH2:6][CH2:5][NH:4]1.[Cl:9][CH2:10][C:11]1[N:15]([C:16]2[CH:21]=[CH:20][CH:19]=[C:18]([C:22]([F:25])([F:24])[F:23])[CH:17]=2)[N:14]=[N:13][N:12]=1.C(N(C(C)C)CC)(C)C, predict the reaction product. The product is: [ClH:9].[CH3:2][C@@H:3]1[CH2:8][O:7][CH2:6][CH2:5][N:4]1[CH2:10][C:11]1[N:15]([C:16]2[CH:21]=[CH:20][CH:19]=[C:18]([C:22]([F:24])([F:23])[F:25])[CH:17]=2)[N:14]=[N:13][N:12]=1. (8) The product is: [Cl:1][C:2]1[CH:3]=[C:4]([CH:18]=[C:19]([Cl:21])[CH:20]=1)[CH2:5][C:6]1[C:7]([CH2:16][CH3:17])=[N:8][N:9]([CH2:13][CH2:14][NH:15][S:28]([C:26]2[N:25]=[CH:24][N:23]([CH3:22])[CH:27]=2)(=[O:30])=[O:29])[C:10]=1[CH2:11][CH3:12]. Given the reactants [Cl:1][C:2]1[CH:3]=[C:4]([CH:18]=[C:19]([Cl:21])[CH:20]=1)[CH2:5][C:6]1[C:7]([CH2:16][CH3:17])=[N:8][N:9]([CH2:13][CH2:14][NH2:15])[C:10]=1[CH2:11][CH3:12].[CH3:22][N:23]1[CH:27]=[C:26]([S:28](Cl)(=[O:30])=[O:29])[N:25]=[CH:24]1.C(N(CC)CC)C, predict the reaction product. (9) Given the reactants B([O-])([O-])[O-].[Na+].[Na+].[Na+].O.[OH-].[Na+].[CH2:11]([O:13][C:14]([C@:16]1([NH:21][C:22]([O:24][C:25]([CH3:28])([CH3:27])[CH3:26])=[O:23])[CH2:18][C@@H:17]1[CH:19]=[CH2:20])=[O:15])[CH3:12], predict the reaction product. The product is: [CH2:11]([O:13][C:14]([C@@:16]1([NH:21][C:22]([O:24][C:25]([CH3:26])([CH3:28])[CH3:27])=[O:23])[CH2:18][C@H:17]1[CH:19]=[CH2:20])=[O:15])[CH3:12]. (10) Given the reactants Cl[CH:2]1[CH2:7][CH2:6][CH2:5][CH2:4][C:3]1=O.[NH2:9][C:10]1[CH:15]=[CH:14][C:13]([N+:16]([O-:18])=[O:17])=[CH:12][N:11]=1, predict the reaction product. The product is: [N+:16]([C:13]1[CH:14]=[CH:15][C:10]2[N:11]([CH:12]=1)[C:3]1[CH2:4][CH2:5][CH2:6][CH2:7][C:2]=1[N:9]=2)([O-:18])=[O:17].